From a dataset of Catalyst prediction with 721,799 reactions and 888 catalyst types from USPTO. Predict which catalyst facilitates the given reaction. (1) Reactant: N(C(N1CCCCC1)=O)=NC(N1CCCCC1)=O.[CH2:19]([O:21][C:22](=[O:35])[CH:23]([O:32][CH2:33][CH3:34])[CH2:24][C:25]1[CH:30]=[CH:29][C:28]([OH:31])=[CH:27][CH:26]=1)[CH3:20].[CH2:36]([O:43][C:44]1[CH:49]=[CH:48][C:47]([CH2:50][CH2:51]O)=[CH:46][CH:45]=1)[C:37]1[CH:42]=[CH:41][CH:40]=[CH:39][CH:38]=1.C1(P(C2C=CC=CC=2)C2C=CC=CC=2)C=CC=CC=1. Product: [CH2:19]([O:21][C:22](=[O:35])[CH:23]([O:32][CH2:33][CH3:34])[CH2:24][C:25]1[CH:26]=[CH:27][C:28]([O:31][CH2:51][CH2:50][C:47]2[CH:48]=[CH:49][C:44]([O:43][CH2:36][C:37]3[CH:42]=[CH:41][CH:40]=[CH:39][CH:38]=3)=[CH:45][CH:46]=2)=[CH:29][CH:30]=1)[CH3:20]. The catalyst class is: 4. (2) Reactant: [OH:1][C:2]1[CH:3]=[C:4]([CH2:9][C@H:10]([NH:14][C:15](=[O:28])[C@@H:16]([NH:18][C:19](=[O:27])[CH2:20][N:21]2[CH2:26][CH2:25][O:24][CH2:23][CH2:22]2)[CH3:17])[C:11](O)=[O:12])[CH:5]=[CH:6][C:7]=1[CH3:8].[NH2:29][C@@H:30]([CH2:37][CH:38]1[CH2:42][CH2:41][CH2:40][CH2:39]1)[C:31]([C@@:33]1([CH3:36])[CH2:35][O:34]1)=[O:32].CN(C(ON1N=NC2C=CC=NC1=2)=[N+](C)C)C.F[P-](F)(F)(F)(F)F.CCN(C(C)C)C(C)C. Product: [CH:38]1([CH2:37][C@H:30]([NH:29][C:11](=[O:12])[C@@H:10]([NH:14][C:15](=[O:28])[C@@H:16]([NH:18][C:19](=[O:27])[CH2:20][N:21]2[CH2:26][CH2:25][O:24][CH2:23][CH2:22]2)[CH3:17])[CH2:9][C:4]2[CH:5]=[CH:6][C:7]([CH3:8])=[C:2]([OH:1])[CH:3]=2)[C:31]([C@@:33]2([CH3:36])[CH2:35][O:34]2)=[O:32])[CH2:42][CH2:41][CH2:40][CH2:39]1. The catalyst class is: 303. (3) Reactant: [Br:1][C:2]1[CH:26]=[CH:25][C:5]2[N:6]([C:21]([CH3:24])([CH3:23])[CH3:22])[C:7]([C:9]3[CH:14]=[CH:13][CH:12]=[CH:11][C:10]=3[C:15]3[N:19]=[C:18]([CH3:20])[NH:17][N:16]=3)=[N:8][C:4]=2[CH:3]=1.CI.[C:29]([O-])([O-])=O.[K+].[K+]. Product: [Br:1][C:2]1[CH:26]=[CH:25][C:5]2[N:6]([C:21]([CH3:23])([CH3:22])[CH3:24])[C:7]([C:9]3[CH:14]=[CH:13][CH:12]=[CH:11][C:10]=3[C:15]3[N:19]=[C:18]([CH3:20])[N:17]([CH3:29])[N:16]=3)=[N:8][C:4]=2[CH:3]=1. The catalyst class is: 31. (4) Reactant: [CH2:1]([O:3][C:4]([C:6]1[S:10][C:9]([C:11]2[CH:20]=[C:19]([OH:21])[C:18]3[C:13](=[CH:14][CH:15]=[C:16]([CH3:22])[CH:17]=3)[CH:12]=2)=[N:8][C:7]=1[CH3:23])=[O:5])[CH3:2].N1C=CC=CC=1.[F:30][C:31]([F:44])([F:43])[S:32](O[S:32]([C:31]([F:44])([F:43])[F:30])(=[O:34])=[O:33])(=[O:34])=[O:33].Cl. Product: [CH2:1]([O:3][C:4]([C:6]1[S:10][C:9]([C:11]2[CH:20]=[C:19]([O:21][S:32]([C:31]([F:44])([F:43])[F:30])(=[O:34])=[O:33])[C:18]3[C:13](=[CH:14][CH:15]=[C:16]([CH3:22])[CH:17]=3)[CH:12]=2)=[N:8][C:7]=1[CH3:23])=[O:5])[CH3:2]. The catalyst class is: 4. (5) Reactant: [CH2:1]([N:7]1[C:11]([C:12]2[S:19][C:18]3[CH:17]=[CH:16][S:15][C:14]=3[CH:13]=2)=[CH:10][CH:9]=[C:8]1[C:20]1[S:27][C:26]2[CH:25]=[CH:24][S:23][C:22]=2[CH:21]=1)[CH2:2][CH2:3][CH2:4][CH2:5][CH3:6].P(Cl)(Cl)(Cl)=O.CN([CH:36]=[O:37])C.[C:38](=O)([O-])[OH:39].[Na+]. Product: [CH:38]([C:24]1[S:23][C:22]2[CH:21]=[C:20]([C:8]3[N:7]([CH2:1][CH2:2][CH2:3][CH2:4][CH2:5][CH3:6])[C:11]([C:12]4[S:19][C:18]5[CH:17]=[C:16]([CH:36]=[O:37])[S:15][C:14]=5[CH:13]=4)=[CH:10][CH:9]=3)[S:27][C:26]=2[CH:25]=1)=[O:39]. The catalyst class is: 4. (6) Reactant: [CH3:1][CH2:2][C:3]([CH2:8][OH:9])([CH2:6][OH:7])CO.[C:10]([OH:17])(=[O:16])[CH2:11][CH2:12][CH2:13][CH2:14][CH3:15].[OH:18]N1[C:23](=O)[CH2:22][CH2:21][C:20]1=O.[CH3:26][CH:27](N=C=NC(C)C)C. Product: [CH2:12]([CH:11]([CH2:26][CH2:27][CH2:8][CH2:3][CH2:2][CH3:1])[C:10]([OH:17])=[O:16])[CH2:13][CH2:14][CH2:15][CH2:20][CH2:21][CH2:22][CH3:23].[OH:9][CH2:8][CH:3]([CH2:6][OH:7])[OH:18].[OH:9][CH2:8][CH:3]([CH2:6][OH:7])[OH:16].[OH:9][CH2:8][CH:3]([CH2:6][OH:7])[OH:16].[OH:9][CH2:8][CH:3]([CH2:6][OH:7])[OH:16].[OH:9][CH2:8][CH:3]([CH2:6][OH:7])[OH:16].[OH:9][CH2:8][CH:3]([CH2:6][OH:7])[OH:16]. The catalyst class is: 1.